Dataset: Microsomal clearance measurements from AstraZeneca. Task: Regression/Classification. Given a drug SMILES string, predict its absorption, distribution, metabolism, or excretion properties. Task type varies by dataset: regression for continuous measurements (e.g., permeability, clearance, half-life) or binary classification for categorical outcomes (e.g., BBB penetration, CYP inhibition). For this dataset (clearance_microsome_az), we predict log10(clearance) (log10 of the in vitro intrinsic clearance, CLint, in uL/min per mg of human liver microsomal protein, equivalently mL/min/g; values are censored to the assay range of 3 to 150, which is 0.477 to 2.18 on this log10 scale). (1) The compound is CC[C@H](CO)Nc1nc(SCc2ccccc2)nc2nc(N)sc12. The log10(clearance) is 0.940. (2) The log10(clearance) is 0.800. The molecule is C[C@@H]1CN(c2ccc(F)cc2C(F)(F)F)CCN1S(=O)(=O)c1ccc(C(N)=O)cc1Cl.